This data is from Reaction yield outcomes from USPTO patents with 853,638 reactions. The task is: Predict the reaction yield, written as a fraction of the theoretical maximum amount of product (1.0 means a 100% yield; for example, 0.34 means a 34% yield). The reactants are [NH:1]1[C:9]2[C:4](=[C:5]([CH2:10][C:11]([NH:13][C:14]3[S:15][C:16]([C:20]([NH:22][C@@H:23]([CH2:27][NH:28][C:29]([C:31]4[S:32][CH:33]=[CH:34][CH:35]=4)=[O:30])[C:24]([OH:26])=[O:25])=[O:21])=[C:17]([CH3:19])[N:18]=3)=[O:12])[CH:6]=[CH:7][CH:8]=2)[CH:3]=[N:2]1.[N:36]1([CH2:42][CH2:43]O)[CH2:41][CH2:40][O:39][CH2:38][CH2:37]1.CCCP1(OP(CCC)(=O)OP(CCC)(=O)O1)=O.C(OCC)(=O)C. The catalyst is C1COCC1.C(OCC)(=O)C.C1COCC1.O.[Cl-].[Na+].O.OS([O-])(=O)=O.[K+]. The product is [N:36]1([CH2:42][CH2:43][O:25][C:24](=[O:26])[C@@H:23]([NH:22][C:20]([C:16]2[S:15][C:14]([NH:13][C:11](=[O:12])[CH2:10][C:5]3[CH:6]=[CH:7][CH:8]=[C:9]4[C:4]=3[CH:3]=[N:2][NH:1]4)=[N:18][C:17]=2[CH3:19])=[O:21])[CH2:27][NH:28][C:29]([C:31]2[S:32][CH:33]=[CH:34][CH:35]=2)=[O:30])[CH2:41][CH2:40][O:39][CH2:38][CH2:37]1. The yield is 0.182.